This data is from Full USPTO retrosynthesis dataset with 1.9M reactions from patents (1976-2016). The task is: Predict the reactants needed to synthesize the given product. (1) Given the product [Cl:16][C:17]1[C:18]([C:27]([F:29])([F:28])[F:30])=[N:19][N:20]([CH2:23][C:24]([N:10]2[CH2:9][CH2:8][C:7]([CH2:6][C:5]3[CH:4]=[CH:3][C:2]([F:1])=[CH:15][CH:14]=3)([OH:13])[CH2:12][CH2:11]2)=[O:25])[C:21]=1[CH3:22], predict the reactants needed to synthesize it. The reactants are: [F:1][C:2]1[CH:15]=[CH:14][C:5]([CH2:6][C:7]2([OH:13])[CH2:12][CH2:11][NH:10][CH2:9][CH2:8]2)=[CH:4][CH:3]=1.[Cl:16][C:17]1[C:18]([C:27]([F:30])([F:29])[F:28])=[N:19][N:20]([CH2:23][C:24](O)=[O:25])[C:21]=1[CH3:22].F[P-](F)(F)(F)(F)F.N1(O[P+](N2CCCC2)(N2CCCC2)N2CCCC2)C2C=CC=CC=2N=N1.CCN(C(C)C)C(C)C. (2) Given the product [CH:34]1([N:37]2[CH2:42][CH2:41][N:40]([C:12]([C:11]3[CH:10]=[C:9]([CH:17]=[CH:16][CH:15]=3)[CH2:8][N:7]3[C:2](=[O:1])[CH:3]=[CH:4][C:5]([C:18]4[O:22][N:21]=[C:20]([C:23]5[CH:28]=[CH:27][C:26]([O:29][C:30]([F:33])([F:32])[F:31])=[CH:25][CH:24]=5)[N:19]=4)=[N:6]3)=[O:13])[CH2:39][CH2:38]2)[CH2:36][CH2:35]1, predict the reactants needed to synthesize it. The reactants are: [O:1]=[C:2]1[N:7]([CH2:8][C:9]2[CH:10]=[C:11]([CH:15]=[CH:16][CH:17]=2)[C:12](Cl)=[O:13])[N:6]=[C:5]([C:18]2[O:22][N:21]=[C:20]([C:23]3[CH:28]=[CH:27][C:26]([O:29][C:30]([F:33])([F:32])[F:31])=[CH:25][CH:24]=3)[N:19]=2)[CH:4]=[CH:3]1.[CH:34]1([N:37]2[CH2:42][CH2:41][NH:40][CH2:39][CH2:38]2)[CH2:36][CH2:35]1. (3) Given the product [C:19]([O:18][C:16](=[O:15])[NH:10][CH2:9][CH:8]([C:5]1[CH:6]=[CH:7][C:2]([Br:1])=[CH:3][C:4]=1[CH3:14])[CH2:11][CH2:12][OH:13])([CH3:22])([CH3:21])[CH3:20], predict the reactants needed to synthesize it. The reactants are: [Br:1][C:2]1[CH:7]=[CH:6][C:5]([CH:8]([CH2:11][CH2:12][OH:13])[C:9]#[N:10])=[C:4]([CH3:14])[CH:3]=1.[O:15](C(OC(C)(C)C)=O)[C:16]([O:18][C:19]([CH3:22])([CH3:21])[CH3:20])=O.[BH4-].[Na+].NCCNCCN. (4) The reactants are: [CH2:1]([O:4][C:5]([NH:7][C@@:8]1([C:18]([OH:20])=[O:19])[C@@H:13]([F:14])[CH2:12][C@@H:11]2[C@H:9]1[C@H:10]2[C:15]([OH:17])=[O:16])=[O:6])[CH:2]=[CH2:3].[CH2:21](O)[CH:22]=[CH2:23].C(N(CC)C(C)C)(C)C.Cl.C(N=C=NCCCN(C)C)C. Given the product [CH2:23]([O:16][C:15]([C@@H:10]1[C@@H:9]2[C@H:11]1[CH2:12][C@H:13]([F:14])[C@@:8]2([NH:7][C:5]([O:4][CH2:1][CH:2]=[CH2:3])=[O:6])[C:18]([OH:20])=[O:19])=[O:17])[CH:22]=[CH2:21], predict the reactants needed to synthesize it. (5) The reactants are: [Br:1]Br.[K+].[Br-].[F:5][C:6]1[C:7]2[N:8]([CH:12]=[CH:13][N:14]=2)[CH:9]=[CH:10][CH:11]=1.CC([O-])=O.[Na+]. Given the product [Br:1][C:12]1[N:8]2[CH:9]=[CH:10][CH:11]=[C:6]([F:5])[C:7]2=[N:14][CH:13]=1, predict the reactants needed to synthesize it. (6) Given the product [C:1]([O:5][C:6]([CH:7]1[CH:23]([C:19]2[CH:20]=[CH:21][CH:22]=[C:17]([Cl:16])[CH:18]=2)[C:24]([C:27]2[CH:28]=[N:29][C:30]([Cl:33])=[CH:31][CH:32]=2)([C:25]#[N:26])[CH:9]([CH2:10][C:11]([CH3:14])([CH3:13])[CH3:12])[NH:8]1)=[O:15])([CH3:4])([CH3:3])[CH3:2], predict the reactants needed to synthesize it. The reactants are: [C:1]([O:5][C:6](=[O:15])[CH2:7]/[N:8]=[CH:9]/[CH2:10][C:11]([CH3:14])([CH3:13])[CH3:12])([CH3:4])([CH3:3])[CH3:2].[Cl:16][C:17]1[CH:18]=[C:19](/[CH:23]=[C:24](/[C:27]2[CH:28]=[N:29][C:30]([Cl:33])=[CH:31][CH:32]=2)\[C:25]#[N:26])[CH:20]=[CH:21][CH:22]=1.C(N(CC)CC)C. (7) Given the product [O:62]=[C:57]1[CH:58]=[CH:59][C:60](=[O:61])[N:56]1[CH2:55][CH2:54][NH:53][C:27](=[O:29])[CH2:26][O:25][CH2:24][CH2:23][O:22][CH2:21][CH2:20][NH:19][C:18](=[O:30])[CH2:17][O:16][CH2:15][CH2:14][O:13][CH2:12][CH2:11][NH:10][C:9](=[O:31])[CH2:8][O:7][NH:6][C:5](=[O:32])[O:4][C:2]([CH3:1])([CH3:3])[CH3:33], predict the reactants needed to synthesize it. The reactants are: [CH3:1][C:2]([CH3:33])([O:4][C:5](=[O:32])[NH:6][O:7][CH2:8][C:9](=[O:31])[NH:10][CH2:11][CH2:12][O:13][CH2:14][CH2:15][O:16][CH2:17][C:18](=[O:30])[NH:19][CH2:20][CH2:21][O:22][CH2:23][CH2:24][O:25][CH2:26][C:27]([OH:29])=O)[CH3:3].C1C=NC2N(O)N=NC=2C=1.CC(C)N=C=NC(C)C.[NH2:53][CH2:54][CH2:55][N:56]1[C:60](=[O:61])[CH:59]=[CH:58][C:57]1=[O:62].CCN(C(C)C)C(C)C.